Dataset: Catalyst prediction with 721,799 reactions and 888 catalyst types from USPTO. Task: Predict which catalyst facilitates the given reaction. (1) Reactant: CC1(C)[O:9][CH:8]2[CH:4]([CH:5]([CH2:18][OH:19])[O:6][CH:7]2[N:10]2[C:16](=[O:17])[NH:15][C:13](=[O:14])[CH:12]=[CH:11]2)[O:3]1.[CH2:21]([O:23][C:24](Cl)=[O:25])[CH3:22].C(Cl)(Cl)Cl.CO. Product: [CH2:21]([O:23][C:24]([C@@:7]1([N:10]2[CH:11]=[CH:12][C:13](=[O:14])[NH:15][C:16]2=[O:17])[O:6][C@H:5]([CH2:18][OH:19])[C@@H:4]([OH:3])[C@H:8]1[OH:9])=[O:25])[CH3:22]. The catalyst class is: 17. (2) Reactant: [CH3:1][C:2]1[N:3]=[C:4]([C:8]2[C:13]([O:14][C:15]3[C:24]4[C:19](=[CH:20][C:21]([OH:27])=[C:22]([O:25][CH3:26])[CH:23]=4)[N:18]=[CH:17][CH:16]=3)=[CH:12][C:11]([CH3:28])=[C:10]([CH3:29])[N:9]=2)[S:5][C:6]=1[CH3:7].C(=O)([O-])[O-].[K+].[K+].[CH2:36]([CH:38]1[O:40][CH2:39]1)Br. Product: [CH3:1][C:2]1[N:3]=[C:4]([C:8]2[C:13]([O:14][C:15]3[C:24]4[C:19](=[CH:20][C:21]([O:27][CH2:36][CH:38]5[CH2:39][O:40]5)=[C:22]([O:25][CH3:26])[CH:23]=4)[N:18]=[CH:17][CH:16]=3)=[CH:12][C:11]([CH3:28])=[C:10]([CH3:29])[N:9]=2)[S:5][C:6]=1[CH3:7]. The catalyst class is: 9. (3) Reactant: C([O:5][C:6](=O)[NH:7][C@H:8]([C@@H:19]1[O:23][C:22](=[O:24])[N:21]([C:25]2([C:28]3[CH:33]=[CH:32][CH:31]=[C:30]([CH:34]([CH3:36])[CH3:35])[CH:29]=3)[CH2:27][CH2:26]2)[CH2:20]1)[CH2:9][C:10]1[CH:15]=[CH:14][C:13]([N+:16]([O-:18])=[O:17])=[CH:12][CH:11]=1)(C)(C)C.[C:38](O)(C(F)(F)F)=O.C1(C)C=CC=CC=1.CC(OC(C)=O)=O. Product: [CH:34]([C:30]1[CH:29]=[C:28]([C:25]2([N:21]3[CH2:20][C@H:19]([C@@H:8]([NH:7][C:6](=[O:5])[CH3:38])[CH2:9][C:10]4[CH:11]=[CH:12][C:13]([N+:16]([O-:18])=[O:17])=[CH:14][CH:15]=4)[O:23][C:22]3=[O:24])[CH2:26][CH2:27]2)[CH:33]=[CH:32][CH:31]=1)([CH3:35])[CH3:36]. The catalyst class is: 2.